Dataset: Peptide-MHC class II binding affinity with 134,281 pairs from IEDB. Task: Regression. Given a peptide amino acid sequence and an MHC pseudo amino acid sequence, predict their binding affinity value. This is MHC class II binding data. (1) The peptide sequence is LEVTEVFNFSQDDLL. The MHC is DRB1_1501 with pseudo-sequence DRB1_1501. The binding affinity (normalized) is 0.313. (2) The peptide sequence is FKSGRGCGSCFEIKC. The MHC is HLA-DPA10201-DPB11401 with pseudo-sequence HLA-DPA10201-DPB11401. The binding affinity (normalized) is 0. (3) The peptide sequence is NKIVRMYSPISI. The binding affinity (normalized) is 0.569. The MHC is DRB1_1101 with pseudo-sequence DRB1_1101. (4) The peptide sequence is GELQKVDKIDAAFKI. The MHC is DRB1_1302 with pseudo-sequence DRB1_1302. The binding affinity (normalized) is 0.463. (5) The peptide sequence is AEEVEKIEKTEEPAP. The MHC is DRB1_0802 with pseudo-sequence DRB1_0802. The binding affinity (normalized) is 0.219. (6) The MHC is DRB1_1001 with pseudo-sequence DRB1_1001. The peptide sequence is AFKVAATPANAAPAN. The binding affinity (normalized) is 0.857.